This data is from Catalyst prediction with 721,799 reactions and 888 catalyst types from USPTO. The task is: Predict which catalyst facilitates the given reaction. (1) Reactant: [Cl-].[Al+3].[Cl-].[Cl-].[C:5]1([CH2:11][CH2:12][CH2:13][CH2:14][CH2:15][CH2:16][CH2:17][CH3:18])[CH:10]=[CH:9][CH:8]=[CH:7][CH:6]=1.[Br:19][CH2:20][C:21](Br)=[O:22]. Product: [Br:19][CH2:20][C:21]([C:8]1[CH:9]=[CH:10][C:5]([CH2:11][CH2:12][CH2:13][CH2:14][CH2:15][CH2:16][CH2:17][CH3:18])=[CH:6][CH:7]=1)=[O:22]. The catalyst class is: 4. (2) Reactant: [Br:1][C:2]1[CH:22]=[CH:21][C:5]([NH:6][C:7]2[S:11][C:10]3[CH:12]=[CH:13][CH:14]=[CH:15][C:9]=3[C:8]=2[C:16]([O:18][CH2:19][CH3:20])=[O:17])=[C:4]([N+:23]([O-])=O)[CH:3]=1.[H][H]. Product: [NH2:23][C:4]1[CH:3]=[C:2]([Br:1])[CH:22]=[CH:21][C:5]=1[NH:6][C:7]1[S:11][C:10]2[CH:12]=[CH:13][CH:14]=[CH:15][C:9]=2[C:8]=1[C:16]([O:18][CH2:19][CH3:20])=[O:17]. The catalyst class is: 849.